Dataset: Full USPTO retrosynthesis dataset with 1.9M reactions from patents (1976-2016). Task: Predict the reactants needed to synthesize the given product. (1) Given the product [ClH:15].[NH2:2][CH:3]([C:9]1[N:10]=[N:11][CH:12]=[CH:13][CH:14]=1)[C:4]([O:6][CH3:7])=[O:5], predict the reactants needed to synthesize it. The reactants are: O/[N:2]=[C:3](\[C:9]1[N:10]=[N:11][CH:12]=[CH:13][CH:14]=1)/[C:4]([O:6][CH2:7]C)=[O:5].[ClH:15]. (2) Given the product [Br:36][C:10]1[C:11]2[CH2:12][N:13]([C:18]3[CH:19]=[N:20][C:21]([S:25]([CH3:28])(=[O:27])=[O:26])=[CH:22][C:23]=3[CH3:24])[CH2:14][CH2:15][C:16]=2[NH:17][C:9]=1[C:3]1[C:4]([F:8])=[CH:5][CH:6]=[CH:7][C:2]=1[F:1], predict the reactants needed to synthesize it. The reactants are: [F:1][C:2]1[CH:7]=[CH:6][CH:5]=[C:4]([F:8])[C:3]=1[C:9]1[NH:17][C:16]2[CH2:15][CH2:14][N:13]([C:18]3[CH:19]=[N:20][C:21]([S:25]([CH3:28])(=[O:27])=[O:26])=[CH:22][C:23]=3[CH3:24])[CH2:12][C:11]=2[CH:10]=1.C1C(=O)N([Br:36])C(=O)C1.O. (3) Given the product [CH3:20][O:21][C:22](=[O:33])[CH2:23][CH2:24][C:25]1[CH:30]=[CH:29][C:28]([O:9][CH2:8][C:7]2[O:6][C:5]([C:10]3[CH:15]=[CH:14][C:13]([C:16]([F:19])([F:18])[F:17])=[CH:12][CH:11]=3)=[N:4][C:3]=2[CH2:1][CH3:2])=[CH:27][C:26]=1[CH3:32], predict the reactants needed to synthesize it. The reactants are: [CH2:1]([C:3]1[N:4]=[C:5]([C:10]2[CH:15]=[CH:14][C:13]([C:16]([F:19])([F:18])[F:17])=[CH:12][CH:11]=2)[O:6][C:7]=1[CH2:8][OH:9])[CH3:2].[CH3:20][O:21][C:22](=[O:33])[CH2:23][CH2:24][C:25]1[CH:30]=[CH:29][C:28](O)=[CH:27][C:26]=1[CH3:32].C(P(CCCC)CCCC)CCC.N(C(N1CCCCC1)=O)=NC(N1CCCCC1)=O. (4) Given the product [CH2:1]([CH:4]([C:8]1[N:13]2[N:14]=[C:15]([CH3:17])[C:16]([I:19])=[C:12]2[N:11]=[C:10]([CH3:18])[CH:9]=1)[CH2:5][CH2:6][CH3:7])[CH2:2][CH3:3], predict the reactants needed to synthesize it. The reactants are: [CH2:1]([CH:4]([C:8]1[N:13]2[N:14]=[C:15]([CH3:17])[CH:16]=[C:12]2[N:11]=[C:10]([CH3:18])[CH:9]=1)[CH2:5][CH2:6][CH3:7])[CH2:2][CH3:3].[I:19]N1C(=O)CCC1=O.